This data is from Forward reaction prediction with 1.9M reactions from USPTO patents (1976-2016). The task is: Predict the product of the given reaction. (1) Given the reactants FC(F)(F)OC1C=[CH:38][C:7]([CH2:8][N:9]([C:24]2[N:25]=[CH:26][C:27]3[C:32]([C:33]=2[C:34]([F:37])([F:36])[F:35])=[CH:31][CH:30]=[CH:29][CH:28]=3)[S:10]([C:13]2[CH:23]=[CH:22]C(C(OCC)=O)=CC=2)(=[O:12])=[O:11])=[CH:6][CH:5]=1.[C:42](Cl)(=[O:46])[C:43](Cl)=O.[NH3:48].O.[O:50]1[CH2:54][CH2:53][CH2:52][CH2:51]1, predict the reaction product. The product is: [F:35][C:34]([F:37])([F:36])[O:46][C:42]1[CH:43]=[CH:38][C:7]([CH2:8][N:9]([C:24]2[N:25]=[CH:26][C:27]3[C:32]([C:33]=2[C:34]([F:37])([F:35])[F:36])=[CH:31][CH:30]=[CH:29][CH:28]=3)[S:10]([C:13]2[CH:23]=[CH:22][C:53]([C:54]([NH2:48])=[O:50])=[CH:52][CH:51]=2)(=[O:11])=[O:12])=[CH:6][CH:5]=1. (2) Given the reactants [Cl:1][C:2](=[C:5]([C:11](OCC)=O)[C:6]([O:8][CH2:9][CH3:10])=[O:7])[CH2:3][CH3:4].[CH2:16]([N:18]1[C:22]([NH2:23])=CC=[N:19]1)[CH3:17].[CH2:24](N(CC)CC)[CH3:25], predict the reaction product. The product is: [Cl:1][C:2]1[C:5]([C:6]([O:8][CH2:9][CH3:10])=[O:7])=[C:11]([CH2:24][CH3:25])[N:23]=[C:22]2[N:18]([CH2:16][CH3:17])[N:19]=[CH:4][C:3]=12.